Task: Predict the product of the given reaction.. Dataset: Forward reaction prediction with 1.9M reactions from USPTO patents (1976-2016) (1) Given the reactants [Cl:1][C:2]1[N:7]=[CH:6][C:5]([C:8]([OH:10])=O)=[C:4]([C:11]([F:14])([F:13])[F:12])[CH:3]=1.[C:15]([NH2:19])([CH3:18])([CH3:17])[CH3:16].CCN(C(C)C)C(C)C.CN(C(ON1N=NC2C=CC=NC1=2)=[N+](C)C)C.F[P-](F)(F)(F)(F)F, predict the reaction product. The product is: [C:15]([NH:19][C:8]([C:5]1[CH:6]=[N:7][C:2]([Cl:1])=[CH:3][C:4]=1[C:11]([F:14])([F:13])[F:12])=[O:10])([CH3:18])([CH3:17])[CH3:16]. (2) Given the reactants Cl/[C:2](=[N:8]\[OH:9])/[C:3]([O:5][CH2:6][CH3:7])=[O:4].[C:10]([C:12]1[CH:17]=[CH:16][CH:15]=[CH:14][CH:13]=1)#[CH:11], predict the reaction product. The product is: [C:12]1([C:10]2[O:9][N:8]=[C:2]([C:3]([O:5][CH2:6][CH3:7])=[O:4])[CH:11]=2)[CH:17]=[CH:16][CH:15]=[CH:14][CH:13]=1. (3) Given the reactants [CH2:1]([C:3]1[N:7]([C:8]2[C:9]([CH3:29])=[C:10]([CH:26]=[CH:27][CH:28]=2)[CH2:11][NH:12][C:13]2[CH:25]=[CH:24][C:16]3[C@H:17]([CH2:20][C:21]([OH:23])=[O:22])[CH2:18][O:19][C:15]=3[CH:14]=2)[C:6]2[CH:30]=[C:31]([F:34])[CH:32]=[CH:33][C:5]=2[N:4]=1)[CH3:2].[OH-].[Na+:36].C(#N)C, predict the reaction product. The product is: [CH2:1]([C:3]1[N:7]([C:8]2[C:9]([CH3:29])=[C:10]([CH:26]=[CH:27][CH:28]=2)[CH2:11][NH:12][C:13]2[CH:25]=[CH:24][C:16]3[C@H:17]([CH2:20][C:21]([O-:23])=[O:22])[CH2:18][O:19][C:15]=3[CH:14]=2)[C:6]2[CH:30]=[C:31]([F:34])[CH:32]=[CH:33][C:5]=2[N:4]=1)[CH3:2].[Na+:36]. (4) The product is: [CH2:32]([C:19]1[N:18]([CH2:17][CH2:16][O:15][C:12]2[CH:11]=[CH:10][C:9]([O:8][C:5]([CH3:7])([CH3:6])[C:4]([OH:34])=[O:3])=[CH:14][CH:13]=2)[C:23](=[O:24])[C:22]2[N:25]([CH3:31])[N:26]=[C:27]([CH2:28][CH2:29][CH3:30])[C:21]=2[N:20]=1)[CH3:33]. Given the reactants C([O:3][C:4](=[O:34])[C:5]([O:8][C:9]1[CH:14]=[CH:13][C:12]([O:15][CH2:16][CH2:17][N:18]2[C:23](=[O:24])[C:22]3[N:25]([CH3:31])[N:26]=[C:27]([CH2:28][CH2:29][CH3:30])[C:21]=3[N:20]=[C:19]2[CH2:32][CH3:33])=[CH:11][CH:10]=1)([CH3:7])[CH3:6])C.C(=O)([O-])[O-].[Na+].[Na+], predict the reaction product.